The task is: Predict the product of the given reaction.. This data is from Forward reaction prediction with 1.9M reactions from USPTO patents (1976-2016). (1) Given the reactants [O:1]([C:8]1[C:17]([NH2:18])=[C:16]([NH:19][CH2:20][CH2:21][O:22][CH2:23][CH2:24][CH2:25][C:26]2[CH:27]=[N:28][CH:29]=[CH:30][CH:31]=2)[C:15]2[CH2:14][CH2:13][CH2:12][CH2:11][C:10]=2[N:9]=1)[C:2]1[CH:7]=[CH:6][CH:5]=[CH:4][CH:3]=1.N1C=CC=[CH:34][CH:33]=1.C(Cl)(=O)C, predict the reaction product. The product is: [CH3:33][C:34]1[N:19]([CH2:20][CH2:21][O:22][CH2:23][CH2:24][CH2:25][C:26]2[CH:27]=[N:28][CH:29]=[CH:30][CH:31]=2)[C:16]2[C:15]3[CH2:14][CH2:13][CH2:12][CH2:11][C:10]=3[N:9]=[C:8]([O:1][C:2]3[CH:3]=[CH:4][CH:5]=[CH:6][CH:7]=3)[C:17]=2[N:18]=1. (2) The product is: [CH2:10]([O:8][C:7](=[O:9])[CH2:6][CH2:5][CH2:4][CH2:3][CH2:2][NH2:1])[CH3:15]. Given the reactants [NH2:1][CH2:2][CH2:3][CH2:4][CH2:5][CH2:6][C:7]([OH:9])=[O:8].[C:10]1(C)C(S(O)(=O)=O)=CC=C[CH:15]=1, predict the reaction product. (3) Given the reactants Br[C:2]1[CH:7]=[CH:6][CH:5]=[CH:4][C:3]=1[NH:8][C:9]1[N:18]=[CH:17][C:16]2[CH2:15][CH2:14][C:13]3[C:19]([C:23]([NH:25][C:26]4[C:31]([CH2:32][CH3:33])=[CH:30][CH:29]=[CH:28][C:27]=4[CH2:34][CH3:35])=[O:24])=[N:20][N:21]([CH3:22])[C:12]=3[C:11]=2[N:10]=1.[Na+].[I-:37].II, predict the reaction product. The product is: [CH2:34]([C:27]1[CH:28]=[CH:29][CH:30]=[C:31]([CH2:32][CH3:33])[C:26]=1[NH:25][C:23]([C:19]1[C:13]2[CH2:14][CH2:15][C:16]3[CH:17]=[N:18][C:9]([NH:8][C:3]4[CH:4]=[CH:5][CH:6]=[CH:7][C:2]=4[I:37])=[N:10][C:11]=3[C:12]=2[N:21]([CH3:22])[N:20]=1)=[O:24])[CH3:35]. (4) Given the reactants Cl[C:2]1[CH:7]=[CH:6][N:5]=[C:4]([C:8]#[N:9])[CH:3]=1.C(=O)([O-])[O-].[K+].[K+].[Cl:16][C:17]1[CH:22]=[CH:21][C:20]([C:23]([F:26])([F:25])[F:24])=[CH:19][C:18]=1B(O)O.[Cl-].[NH4+], predict the reaction product. The product is: [Cl:16][C:17]1[CH:18]=[CH:19][C:20]([C:23]([F:24])([F:25])[F:26])=[CH:21][C:22]=1[C:2]1[CH:7]=[CH:6][N:5]=[C:4]([C:8]#[N:9])[CH:3]=1. (5) Given the reactants [Cl:1][C:2]1[CH:8]=[CH:7][C:5]([NH2:6])=[CH:4][C:3]=1[O:9][CH3:10].[C:11]([O:15][C:16]([N:18]1[CH2:24][CH2:23][CH2:22][C@H:19]1[CH:20]=O)=[O:17])([CH3:14])([CH3:13])[CH3:12].C([BH3-])#N.[Na+].C(=O)(O)[O-].[Na+], predict the reaction product. The product is: [C:11]([O:15][C:16]([N:18]1[CH2:24][CH2:23][CH2:22][C@H:19]1[CH2:20][NH:6][C:5]1[CH:7]=[CH:8][C:2]([Cl:1])=[C:3]([O:9][CH3:10])[CH:4]=1)=[O:17])([CH3:14])([CH3:12])[CH3:13]. (6) Given the reactants [C:1]([C:4]12[CH2:11][CH2:10][C:7]([NH:12][CH2:13][C:14]([N:16]3[CH2:20][C@@H:19]([F:21])[CH2:18][C@H:17]3[C:22]#[N:23])=[O:15])([CH2:8][CH2:9]1)[CH2:6][CH2:5]2)([OH:3])=[O:2].[CH2:24](Br)[CH:25]([CH3:27])[CH3:26], predict the reaction product. The product is: [F:21][C@@H:19]1[CH2:20][N:16]([C:14](=[O:15])[CH2:13][NH:12][C:7]23[CH2:10][CH2:11][C:4]([C:1]([O:3][CH2:24][CH:25]([CH3:27])[CH3:26])=[O:2])([CH2:9][CH2:8]2)[CH2:5][CH2:6]3)[C@H:17]([C:22]#[N:23])[CH2:18]1.